From a dataset of NCI-60 drug combinations with 297,098 pairs across 59 cell lines. Regression. Given two drug SMILES strings and cell line genomic features, predict the synergy score measuring deviation from expected non-interaction effect. (1) Drug 1: CNC(=O)C1=CC=CC=C1SC2=CC3=C(C=C2)C(=NN3)C=CC4=CC=CC=N4. Drug 2: CC(C)(C#N)C1=CC(=CC(=C1)CN2C=NC=N2)C(C)(C)C#N. Cell line: KM12. Synergy scores: CSS=12.5, Synergy_ZIP=-6.76, Synergy_Bliss=-5.62, Synergy_Loewe=-4.53, Synergy_HSA=-4.41. (2) Drug 1: C1=NC2=C(N1)C(=S)N=CN2. Drug 2: CC(C)CN1C=NC2=C1C3=CC=CC=C3N=C2N. Cell line: K-562. Synergy scores: CSS=59.6, Synergy_ZIP=0.319, Synergy_Bliss=4.01, Synergy_Loewe=3.01, Synergy_HSA=3.37.